This data is from Catalyst prediction with 721,799 reactions and 888 catalyst types from USPTO. The task is: Predict which catalyst facilitates the given reaction. (1) Reactant: CO.C[O-].[Na+].CO.[Br:8][CH2:9][CH2:10]Br.[F:12][C:13]1[CH:14]=[C:15]([SH:19])[CH:16]=[CH:17][CH:18]=1. Product: [F:12][C:13]1[CH:14]=[C:15]([S:19][CH2:10][CH2:9][Br:8])[CH:16]=[CH:17][CH:18]=1. The catalyst class is: 69. (2) Reactant: [NH2:1][C:2]1[CH:16]=[CH:15][C:5]([CH2:6][NH:7][C:8](=[O:14])[O:9][C:10]([CH3:13])([CH3:12])[CH3:11])=[CH:4][CH:3]=1.N1C2C=CC=C[C:20]=2N=N1.C=O.[BH4-].[Na+].C(=O)([O-])O.[Na+]. Product: [CH3:20][NH:1][C:2]1[CH:16]=[CH:15][C:5]([CH2:6][NH:7][C:8](=[O:14])[O:9][C:10]([CH3:12])([CH3:13])[CH3:11])=[CH:4][CH:3]=1. The catalyst class is: 162. (3) Reactant: [CH2:1]([O:8][C:9]1[CH:18]=[CH:17][C:12]([C:13]([O:15][CH3:16])=[O:14])=[CH:11][C:10]=1[NH:19][S:20]([CH3:23])(=[O:22])=[O:21])[C:2]1[CH:7]=[CH:6][CH:5]=[CH:4][CH:3]=1.C([O-])([O-])=O.[K+].[K+].Cl[CH2:31][CH2:32][N:33]1[CH2:38][CH2:37][O:36][CH2:35][CH2:34]1. Product: [CH2:1]([O:8][C:9]1[CH:18]=[CH:17][C:12]([C:13]([O:15][CH3:16])=[O:14])=[CH:11][C:10]=1[N:19]([CH2:31][CH2:32][N:33]1[CH2:38][CH2:37][O:36][CH2:35][CH2:34]1)[S:20]([CH3:23])(=[O:21])=[O:22])[C:2]1[CH:7]=[CH:6][CH:5]=[CH:4][CH:3]=1. The catalyst class is: 3. (4) Reactant: [CH3:1][O:2][CH2:3][CH2:4][CH2:5][N:6]1[C:11]2[CH:12]=[C:13]([CH:16]=[CH:17][C@@H:18]3[C@@H:23]([C:24]4[CH:33]=[CH:32][C:27]([C:28]([O:30][CH3:31])=[O:29])=[CH:26][CH:25]=4)[C@H:22]([O:34][Si:35]([CH:42]([CH3:44])[CH3:43])([CH:39]([CH3:41])[CH3:40])[CH:36]([CH3:38])[CH3:37])[CH2:21][N:20]([S:45]([C:48]4[CH:53]=[CH:52][C:51]([CH3:54])=[CH:50][CH:49]=4)(=[O:47])=[O:46])[CH2:19]3)[CH:14]=[CH:15][C:10]=2[O:9][CH2:8][C:7]1=[O:55]. Product: [CH3:1][O:2][CH2:3][CH2:4][CH2:5][N:6]1[C:11]2[CH:12]=[C:13]([CH2:16][CH2:17][C@@H:18]3[C@@H:23]([C:24]4[CH:33]=[CH:32][C:27]([C:28]([O:30][CH3:31])=[O:29])=[CH:26][CH:25]=4)[C@H:22]([O:34][Si:35]([CH:42]([CH3:44])[CH3:43])([CH:36]([CH3:38])[CH3:37])[CH:39]([CH3:41])[CH3:40])[CH2:21][N:20]([S:45]([C:48]4[CH:53]=[CH:52][C:51]([CH3:54])=[CH:50][CH:49]=4)(=[O:46])=[O:47])[CH2:19]3)[CH:14]=[CH:15][C:10]=2[O:9][CH2:8][C:7]1=[O:55]. The catalyst class is: 29. (5) Reactant: [C:1]([NH:8][CH2:9][C:10]([OH:12])=O)([O:3][C:4]([CH3:7])([CH3:6])[CH3:5])=[O:2].CCN=C=NCCCN(C)C.Cl.C(Cl)Cl.[NH2:28][C:29]1[CH:34]=[CH:33][CH:32]=[CH:31][C:30]=1[C:35]([C:37]1[CH:38]=[N:39][C:40]2[C:45]([CH:46]=1)=[CH:44][CH:43]=[CH:42][CH:41]=2)=[O:36]. Product: [C:4]([O:3][C:1](=[O:2])[NH:8][CH2:9][C:10](=[O:12])[NH:28][C:29]1[CH:34]=[CH:33][CH:32]=[CH:31][C:30]=1[C:35]([C:37]1[CH:38]=[N:39][C:40]2[C:45]([CH:46]=1)=[CH:44][CH:43]=[CH:42][CH:41]=2)=[O:36])([CH3:5])([CH3:6])[CH3:7]. The catalyst class is: 69.